This data is from Catalyst prediction with 721,799 reactions and 888 catalyst types from USPTO. The task is: Predict which catalyst facilitates the given reaction. (1) Reactant: C(O)C(N)(CO)CO.Cl.[Na+].[Cl-].[Mg+2].[Cl-].[Cl-].CCC(COC(C(N(CC[NH+](C)C)C)=O)(C1C=CC=CC=1)C1C=CC=CC=1)CC.[Cl-].CCCCCCCCCCCCCCCCCC(OC[C@@H](O)COP(OCC[N+](C)(C)C)([O-])=O)=O.OCC[N+](C)(C)C.C([N:90]1[C:103]2[CH:102]=[CH:101][C:100]([OH:104])=[CH:99][C:98]=2[O:97][C:96]2[C:91]1=[CH:92][CH:93]=[C:94]([OH:105])[CH:95]=2)(=O)C. Product: [CH:93]1[C:94]([OH:105])=[CH:95][C:96]2[O:97][C:98]3[C:103](=[N:90][C:91]=2[CH:92]=1)[CH:102]=[CH:101][C:100](=[O:104])[CH:99]=3. The catalyst class is: 16. (2) Reactant: [BH4-].[Na+].[CH3:3][O:4][C:5]([C:7]1[C:12]([Br:13])=[C:11]([N:14]=[N+]=[N-])[CH:10]=[C:9]([Cl:17])[N:8]=1)=[O:6].O. Product: [CH3:3][O:4][C:5]([C:7]1[C:12]([Br:13])=[C:11]([NH2:14])[CH:10]=[C:9]([Cl:17])[N:8]=1)=[O:6]. The catalyst class is: 5. (3) Reactant: C(OC([N:8](C(OC(C)(C)C)=O)[C:9]1[CH:14]=C(C=O)[N:12]=[C:11]([C:17]([O:19][CH3:20])=[O:18])[C:10]=1[O:21][CH3:22])=O)(C)(C)C.COCCN(S(F)(F)F)CCOC.[C:43](O)([C:45]([F:48])(F)[F:46])=O.C([O-])(O)=O.[Na+]. Product: [NH2:8][C:9]1[CH:14]=[C:43]([CH:45]([F:48])[F:46])[N:12]=[C:11]([C:17]([O:19][CH3:20])=[O:18])[C:10]=1[O:21][CH3:22]. The catalyst class is: 2.